Dataset: Forward reaction prediction with 1.9M reactions from USPTO patents (1976-2016). Task: Predict the product of the given reaction. (1) Given the reactants Cl[C:2](=[N:8][OH:9])[C:3]([O:5][CH2:6][CH3:7])=[O:4].CO[C:12]([C:14]1[CH:19]=[CH:18][C:17]([C:20]([C:25]2[CH:30]=[CH:29][C:28]([O:31][CH2:32][C:33]3[CH:38]=[CH:37][CH:36]=[CH:35][N:34]=3)=[CH:27][N:26]=2)([CH3:24])[CH:21]([CH3:23])[CH3:22])=[CH:16][CH:15]=1)=[CH2:13].C(N(CC)CC)C.C(O)(C(F)(F)F)=O, predict the reaction product. The product is: [CH3:24][C:20]([C:17]1[CH:16]=[CH:15][C:14]([C:12]2[O:9][N:8]=[C:2]([C:3]([O:5][CH2:6][CH3:7])=[O:4])[CH:13]=2)=[CH:19][CH:18]=1)([C:25]1[CH:30]=[CH:29][C:28]([O:31][CH2:32][C:33]2[CH:38]=[CH:37][CH:36]=[CH:35][N:34]=2)=[CH:27][N:26]=1)[CH:21]([CH3:23])[CH3:22]. (2) Given the reactants Br[C:2]1[CH:3]=[CH:4][C:5]([F:35])=[C:6]([C:8]2([S:22]([C:25]3[CH:26]=[N:27][C:28]([C:31]([F:34])([F:33])[F:32])=[CH:29][CH:30]=3)(=[O:24])=[O:23])[CH2:13][CH2:12][CH:11]([NH:14][S:15]([C:18]([F:21])([F:20])[F:19])(=[O:17])=[O:16])[CH2:10][CH2:9]2)[CH:7]=1.[F-].[Cs+].[C:38](P(C(C)(C)C)C(C)(C)C)(C)(C)C.C[Sn](C)(C)C, predict the reaction product. The product is: [F:35][C:5]1[CH:4]=[CH:3][C:2]([CH3:38])=[CH:7][C:6]=1[C:8]1([S:22]([C:25]2[CH:26]=[N:27][C:28]([C:31]([F:34])([F:33])[F:32])=[CH:29][CH:30]=2)(=[O:24])=[O:23])[CH2:13][CH2:12][CH:11]([NH:14][S:15]([C:18]([F:21])([F:20])[F:19])(=[O:17])=[O:16])[CH2:10][CH2:9]1. (3) Given the reactants CN(C)CCO.C([Li])CCC.[N:12]1[CH:17]=[CH:16][C:15]([CH3:18])=[C:14]([CH3:19])[CH:13]=1.[Br:20]C(Br)(Br)Br.BrC1C(C)=C(C)C=CN=1, predict the reaction product. The product is: [Br:20][C:17]1[CH:16]=[C:15]([CH3:18])[C:14]([CH3:19])=[CH:13][N:12]=1. (4) Given the reactants [NH2:1][C:2]1[CH2:3][C:4]([C:14]([N:16]([CH2:20][CH2:21][CH3:22])[CH2:17][CH2:18][CH3:19])=[O:15])=[CH:5][C:6]2[CH:12]=[CH:11][C:10](Br)=[CH:9][C:7]=2[N:8]=1.[CH3:23][O:24][C:25]([C:27]1[CH:32]=[CH:31][C:30](B(O)O)=[CH:29][CH:28]=1)=[O:26].C(=O)([O-])[O-].[K+].[K+], predict the reaction product. The product is: [NH2:1][C:2]1[CH2:3][C:4]([C:14](=[O:15])[N:16]([CH2:20][CH2:21][CH3:22])[CH2:17][CH2:18][CH3:19])=[CH:5][C:6]2[CH:12]=[CH:11][C:10]([C:30]3[CH:31]=[CH:32][C:27]([C:25]([O:24][CH3:23])=[O:26])=[CH:28][CH:29]=3)=[CH:9][C:7]=2[N:8]=1. (5) Given the reactants [N:1]1([NH:7][C:8]([C:10]2[C:14]([CH3:15])=[C:13]([C:16]3[CH:21]=[CH:20][C:19]([OH:22])=[CH:18][CH:17]=3)[N:12]([C:23]3[CH:28]=[CH:27][C:26]([Cl:29])=[CH:25][C:24]=3[Cl:30])[N:11]=2)=[O:9])[CH2:6][CH2:5][CH2:4][CH2:3][CH2:2]1.C(=O)([O-])[O-].[K+].[K+].I[CH2:38][CH2:39][CH2:40][C:41]([F:44])([F:43])[F:42], predict the reaction product. The product is: [N:1]1([NH:7][C:8]([C:10]2[C:14]([CH3:15])=[C:13]([C:16]3[CH:17]=[CH:18][C:19]([O:22][CH2:38][CH2:39][CH2:40][C:41]([F:44])([F:43])[F:42])=[CH:20][CH:21]=3)[N:12]([C:23]3[CH:28]=[CH:27][C:26]([Cl:29])=[CH:25][C:24]=3[Cl:30])[N:11]=2)=[O:9])[CH2:6][CH2:5][CH2:4][CH2:3][CH2:2]1.